This data is from Reaction yield outcomes from USPTO patents with 853,638 reactions. The task is: Predict the reaction yield, written as a fraction of the theoretical maximum amount of product (1.0 means a 100% yield; for example, 0.34 means a 34% yield). (1) The reactants are [C:1]([C@@H:3]1[CH2:7][N:6]([C:8]([O:10][C:11]([CH3:14])([CH3:13])[CH3:12])=[O:9])[C@H:5]([C:15]([O:17][CH3:18])=[O:16])[CH2:4]1)#N.Cl.[C:20](OC(OC(C)(C)C)=O)(OC(C)(C)C)=[O:21].C[OH:36]. No catalyst specified. The product is [N:6]1([C:8]([O:10][C:11]([CH3:14])([CH3:13])[CH3:12])=[O:9])[CH2:7][C@@H:3]([C:1]([O:21][CH3:20])=[O:36])[CH2:4][C@H:5]1[C:15]([O:17][CH3:18])=[O:16]. The yield is 0.940. (2) The reactants are [C:1]1([C@@H:7]([N:9]2[CH2:13][CH2:12][C@H:11]3[CH2:14][NH:15][C:16](=[O:17])[C@@H:10]23)[CH3:8])[CH:6]=[CH:5][CH:4]=[CH:3][CH:2]=1.CN(C)C=O.[C:23](O[C:23]([O:25][C:26]([CH3:29])([CH3:28])[CH3:27])=[O:24])([O:25][C:26]([CH3:29])([CH3:28])[CH3:27])=[O:24].C(N(CC)C(C)C)(C)C. The catalyst is CN(C)C1C=CN=CC=1.C(Cl)Cl. The product is [O:17]=[C:16]1[C@H:10]2[N:9]([C@H:7]([C:1]3[CH:6]=[CH:5][CH:4]=[CH:3][CH:2]=3)[CH3:8])[CH2:13][CH2:12][C@H:11]2[CH2:14][N:15]1[C:23]([O:25][C:26]([CH3:29])([CH3:28])[CH3:27])=[O:24]. The yield is 0.710.